This data is from Full USPTO retrosynthesis dataset with 1.9M reactions from patents (1976-2016). The task is: Predict the reactants needed to synthesize the given product. (1) Given the product [Cl:1][CH2:2][CH2:3][O:4][C:5]1[CH:10]=[C:9]([F:11])[CH:8]=[C:7]([CH2:12][S:13]([C:16]2[C:25]3[C:20](=[CH:21][CH:22]=[CH:23][CH:24]=3)[CH:19]=[CH:18][CH:17]=2)(=[O:14])=[O:15])[C:6]=1[NH2:26], predict the reactants needed to synthesize it. The reactants are: [Cl:1][CH2:2][CH2:3][O:4][C:5]1[C:6]([N+:26]([O-])=O)=[C:7]([CH2:12][S:13]([C:16]2[C:25]3[C:20](=[CH:21][CH:22]=[CH:23][CH:24]=3)[CH:19]=[CH:18][CH:17]=2)(=[O:15])=[O:14])[CH:8]=[C:9]([F:11])[CH:10]=1.O.NN. (2) Given the product [O:4]=[S:1]1(=[O:3])[C:5]2[CH:6]=[CH:7][S:8][C:9]=2[C:14](=[O:15])[NH:2]1, predict the reactants needed to synthesize it. The reactants are: [S:1]([C:5]1[C:6](C(OC)=O)=[CH:7][S:8][CH:9]=1)(=[O:4])(=[O:3])[NH2:2].[CH3:14][O-:15].[Na+].Cl. (3) Given the product [O:7]=[C:8]1[O:14][C@H:13]([C@H:15]([CH2:17][OH:18])[OH:16])[C:11]([O-:12])=[C:9]1[OH:10].[K+:5], predict the reactants needed to synthesize it. The reactants are: C(=O)([O-])[O-].[K+:5].[K+].[O:7]=[C:8]1[O:14][C@H:13]([C@H:15]([CH2:17][OH:18])[OH:16])[C:11]([OH:12])=[C:9]1[OH:10].